Task: Regression. Given a peptide amino acid sequence and an MHC pseudo amino acid sequence, predict their binding affinity value. This is MHC class I binding data.. Dataset: Peptide-MHC class I binding affinity with 185,985 pairs from IEDB/IMGT The peptide sequence is RVPRNLTLSK. The MHC is HLA-A03:01 with pseudo-sequence HLA-A03:01. The binding affinity (normalized) is 0.767.